Dataset: Catalyst prediction with 721,799 reactions and 888 catalyst types from USPTO. Task: Predict which catalyst facilitates the given reaction. (1) Reactant: Cl.C(OC([N:9]1[C:14](=[O:15])[CH2:13][CH2:12][C@H:11]([C:16]([OH:18])=[O:17])[CH2:10]1)=O)(C)(C)C. Product: [O:15]=[C:14]1[NH:9][CH2:10][C@@H:11]([C:16]([OH:18])=[O:17])[CH2:12][CH2:13]1. The catalyst class is: 12. (2) Reactant: O.[Br:2][C:3]1[CH:8]=[C:7]([N+:9]([O-])=O)[CH:6]=[C:5]([Br:12])[C:4]=1[CH:13]([C:16]1[CH:21]=[CH:20][C:19]([Cl:22])=[CH:18][CH:17]=1)[C:14]#[N:15]. Product: [NH2:9][C:7]1[CH:6]=[C:5]([Br:12])[C:4]([CH:13]([C:16]2[CH:21]=[CH:20][C:19]([Cl:22])=[CH:18][CH:17]=2)[C:14]#[N:15])=[C:3]([Br:2])[CH:8]=1. The catalyst class is: 1. (3) Reactant: [CH2:1]([N:4]1[CH2:8][CH:7]2[CH2:9][C:5]1([C:10](N1CCOCC1)=[O:11])[CH2:6]2)[CH:2]=[CH2:3].[C:18]1([Li])[CH:23]=[CH:22][CH:21]=[CH:20][CH:19]=1.O. Product: [CH2:1]([N:4]1[CH2:8][CH:7]2[CH2:6][C:5]1([C:10]([C:18]1[CH:23]=[CH:22][CH:21]=[CH:20][CH:19]=1)=[O:11])[CH2:9]2)[CH:2]=[CH2:3]. The catalyst class is: 7. (4) Reactant: [CH3:1][N:2]([CH2:4][CH2:5][CH:6]1[CH2:15][CH2:14][C:13]2[C:8](=[CH:9][CH:10]=[C:11]([OH:16])[CH:12]=2)[CH2:7]1)[CH3:3].[H-].[Na+].Cl[CH2:20][C:21]1[O:22][C:23]2[CH:29]=[CH:28][CH:27]=[CH:26][C:24]=2[CH:25]=1. Product: [O:22]1[C:23]2[CH:29]=[CH:28][CH:27]=[CH:26][C:24]=2[CH:25]=[C:21]1[CH2:20][O:16][C:11]1[CH:12]=[C:13]2[C:8](=[CH:9][CH:10]=1)[CH2:7][CH:6]([CH2:5][CH2:4][N:2]([CH3:3])[CH3:1])[CH2:15][CH2:14]2. The catalyst class is: 827. (5) Reactant: [C:9](O[C:9]([O:11][C:12]([CH3:15])([CH3:14])[CH3:13])=[O:10])([O:11][C:12]([CH3:15])([CH3:14])[CH3:13])=[O:10].[N:16]([C@H:19]1[C@@H:23]([CH2:24][F:25])[CH2:22][N:21]([C@@H:26]([C:28]2[CH:33]=[CH:32][CH:31]=[CH:30][CH:29]=2)[CH3:27])[C:20]1=[O:34])=[N+]=[N-]. Product: [C:12]([O:11][C:9]([NH:16][C@H:19]1[C@@H:23]([CH2:24][F:25])[CH2:22][N:21]([C@@H:26]([C:28]2[CH:33]=[CH:32][CH:31]=[CH:30][CH:29]=2)[CH3:27])[C:20]1=[O:34])=[O:10])([CH3:13])([CH3:14])[CH3:15]. The catalyst class is: 63. (6) Reactant: [C:1]([OH:10])(=[O:9])[C:2]1[C:3](=[CH:5][CH:6]=[CH:7][CH:8]=1)[OH:4].[S:11](=O)(=[O:14])([OH:13])[OH:12].C1(S(O)(=O)=O)C2C(=CC=CC=2)C=CC=1.C(O)(=O)C1C(=CC=CC=1)C(O)=O.C(O)(=O)CC(CC(O)=O)(C(O)=O)O.S([O-])([O-])(=O)=O.[Al+3].S([O-])([O-])(=O)=O.S([O-])([O-])(=O)=O.[Al+3].S([O-])([O-])=O.[Na+].[Na+]. Product: [OH:9][C:1]([C:2]1[C:3](=[CH:5][CH:6]=[C:7]([CH:8]=1)[S:11]([OH:14])(=[O:13])=[O:12])[OH:4])=[O:10]. The catalyst class is: 6. (7) The catalyst class is: 13. Reactant: [CH3:1][C:2]1([CH3:16])[C:6]([CH3:8])([CH3:7])[O:5][B:4]([C:9]2[CH:14]=[CH:13][C:12]([OH:15])=[CH:11][CH:10]=2)[O:3]1.[CH3:17][CH2:18][N:19]([CH2:22][CH2:23]Cl)[CH2:20][CH3:21].Cl.C(=O)([O-])[O-].[Cs+].[Cs+].O1CCCC1. Product: [CH2:18]([N:19]([CH2:22][CH3:23])[CH2:20][CH2:21][O:15][C:12]1[CH:13]=[CH:14][C:9]([B:4]2[O:3][C:2]([CH3:16])([CH3:1])[C:6]([CH3:7])([CH3:8])[O:5]2)=[CH:10][CH:11]=1)[CH3:17]. (8) Reactant: CC1(C)C(C)(C)OB([C:9]2[CH2:10][CH2:11][O:12][CH2:13][CH:14]=2)O1.Br[C:17]1[CH:18]=[C:19]2[S:25][C:24]([C:26]([O:28][CH3:29])=[O:27])=[C:23]([NH:30][C:31]([O:33][C:34]([CH3:37])([CH3:36])[CH3:35])=[O:32])[C:20]2=[N:21][CH:22]=1.CCN(C(C)C)C(C)C. Product: [C:34]([O:33][C:31]([NH:30][C:23]1[C:20]2=[N:21][CH:22]=[C:17]([C:9]3[CH2:10][CH2:11][O:12][CH2:13][CH:14]=3)[CH:18]=[C:19]2[S:25][C:24]=1[C:26]([O:28][CH3:29])=[O:27])=[O:32])([CH3:37])([CH3:36])[CH3:35]. The catalyst class is: 760.